Binary Classification. Given a T-cell receptor sequence (or CDR3 region) and an epitope sequence, predict whether binding occurs between them. From a dataset of TCR-epitope binding with 47,182 pairs between 192 epitopes and 23,139 TCRs. The epitope is RLRAEAQVK. The TCR CDR3 sequence is CASSEGGQYDDYGYTF. Result: 1 (the TCR binds to the epitope).